This data is from Retrosynthesis with 50K atom-mapped reactions and 10 reaction types from USPTO. The task is: Predict the reactants needed to synthesize the given product. Given the product COC(=O)c1cc2[nH]c(Br)c(C3CCCCC3)c2s1, predict the reactants needed to synthesize it. The reactants are: COC(=O)c1cc2c(s1)c(C1CCCCC1)c(Br)n2C(=O)OC(C)(C)C.